From a dataset of Catalyst prediction with 721,799 reactions and 888 catalyst types from USPTO. Predict which catalyst facilitates the given reaction. (1) Reactant: Br[C:2]1[CH:3]=[CH:4][C:5]2[O:10][CH2:9][CH2:8][N:7]([C:11]3[S:12][C:13]4[CH2:14]C(C)(C)N[C:17](=O)[C:18]=4[N:19]=3)[C:6]=2[CH:23]=1.[CH3:24][N:25]1[C:29]([CH3:30])=[C:28](B2OC(C)(C)C(C)(C)O2)[C:27]([CH3:40])=[N:26]1.P([O-])([O-])([O-])=O.[K+].[K+].[K+].[OH2:49]. Product: [CH3:5][C:6]1([CH3:23])[NH:7][C:14](=[O:49])[C:13]2[S:12][C:11]([N:7]3[C:6]4[CH:23]=[C:2]([C:28]5[C:27]([CH3:40])=[N:26][N:25]([CH3:24])[C:29]=5[CH3:30])[CH:3]=[CH:4][C:5]=4[O:10][CH2:9][CH2:8]3)=[N:19][C:18]=2[CH2:17]1. The catalyst class is: 104. (2) Reactant: Br[CH2:2][C:3]1[CH:8]=[CH:7][C:6]([C:9]2[CH:13]=[C:12]([C:14]([NH2:16])=[O:15])[O:11][N:10]=2)=[CH:5][CH:4]=1.[F:17][C:18]([F:28])([F:27])[O:19][C:20]1[CH:25]=[CH:24][CH:23]=[CH:22][C:21]=1[OH:26].C([O-])([O-])=O.[K+].[K+]. Product: [F:17][C:18]([F:27])([F:28])[O:19][C:20]1[CH:25]=[CH:24][CH:23]=[CH:22][C:21]=1[O:26][CH2:2][C:3]1[CH:8]=[CH:7][C:6]([C:9]2[CH:13]=[C:12]([C:14]([NH2:16])=[O:15])[O:11][N:10]=2)=[CH:5][CH:4]=1. The catalyst class is: 23. (3) Reactant: [OH-].[K+].[C:3]([O:7][C:8]([NH:10][CH2:11][C:12]#[C:13][C:14]1[C:15]([O:51][CH2:52][CH2:53][CH2:54][S:55]([OH:58])(=[O:57])=[O:56])=[C:16]([C:21]([O:43][CH2:44][CH2:45][CH2:46][S:47]([OH:50])(=[O:49])=[O:48])=[C:22]([C:32]#[C:33][CH2:34][NH:35][C:36]([O:38][C:39]([CH3:42])([CH3:41])[CH3:40])=[O:37])[C:23]=1[O:24][CH2:25][CH2:26][CH2:27][S:28]([OH:31])(=[O:30])=[O:29])[C:17]([O:19]C)=[O:18])=[O:9])([CH3:6])([CH3:5])[CH3:4]. Product: [C:3]([O:7][C:8]([NH:10][CH2:11][C:12]#[C:13][C:14]1[C:15]([O:51][CH2:52][CH2:53][CH2:54][S:55]([OH:58])(=[O:57])=[O:56])=[C:16]([C:21]([O:43][CH2:44][CH2:45][CH2:46][S:47]([OH:50])(=[O:49])=[O:48])=[C:22]([C:32]#[C:33][CH2:34][NH:35][C:36]([O:38][C:39]([CH3:40])([CH3:41])[CH3:42])=[O:37])[C:23]=1[O:24][CH2:25][CH2:26][CH2:27][S:28]([OH:31])(=[O:29])=[O:30])[C:17]([OH:19])=[O:18])=[O:9])([CH3:4])([CH3:5])[CH3:6]. The catalyst class is: 6. (4) Reactant: C([O:3][CH:4](OCC)[CH2:5][O:6][C:7]1[CH:12]=[CH:11][CH:10]=[CH:9][CH:8]=1)C.C(O)(=O)C.Cl. Product: [O:6]([CH2:5][CH:4]=[O:3])[C:7]1[CH:12]=[CH:11][CH:10]=[CH:9][CH:8]=1. The catalyst class is: 8. (5) Reactant: CC(OI1(OC(C)=O)(OC(C)=O)OC(=O)C2C=CC=CC1=2)=O.[C:23]([O:27][C:28](=[O:39])[NH:29][C:30]1[CH:35]=[C:34]([CH2:36][OH:37])[CH:33]=[C:32]([CH3:38])[N:31]=1)([CH3:26])([CH3:25])[CH3:24].O. Product: [C:23]([O:27][C:28](=[O:39])[NH:29][C:30]1[CH:35]=[C:34]([CH:36]=[O:37])[CH:33]=[C:32]([CH3:38])[N:31]=1)([CH3:26])([CH3:25])[CH3:24]. The catalyst class is: 272. (6) Reactant: [C:1]([O:5][C:6](=[O:37])[NH:7][C:8]1[CH:13]=[CH:12][C:11]([S:14](=[O:36])(=[O:35])[N:15]([C@H:20]([CH2:33][OH:34])[CH2:21][CH2:22][CH2:23][CH2:24][NH:25][C:26]([O:28][C:29]([CH3:32])([CH3:31])[CH3:30])=[O:27])[CH2:16][CH:17]([CH3:19])[CH3:18])=[CH:10][CH:9]=1)([CH3:4])([CH3:3])[CH3:2].[C:38](OC(=O)C)(=[O:40])[CH3:39]. Product: [C:29]([O:28][C:26]([NH:25][CH2:24][CH2:23][CH2:22][CH2:21][C@H:20]([N:15]([S:14]([C:11]1[CH:10]=[CH:9][C:8]([NH:7][C:6]([O:5][C:1]([CH3:3])([CH3:4])[CH3:2])=[O:37])=[CH:13][CH:12]=1)(=[O:36])=[O:35])[CH2:16][CH:17]([CH3:18])[CH3:19])[CH2:33][O:34][C:38](=[O:40])[CH3:39])=[O:27])([CH3:32])([CH3:31])[CH3:30]. The catalyst class is: 2. (7) Reactant: Cl[C:2]1[C:3]2[C:4](=[CH:16][N:17](CC3C=CC(OC)=CC=3)[N:18]=2)[N:5]=[C:6]([C:8]([C:10]2[CH:15]=[CH:14][CH:13]=[CH:12][CH:11]=2)=[O:9])[N:7]=1.[NH2:28][C:29]1[CH:34]=[CH:33][C:32]([C:35]([N:37]2[CH2:41][CH2:40][CH2:39][CH2:38]2)=[O:36])=[CH:31][CH:30]=1.Cl. Product: [C:8]([C:6]1[N:7]=[C:2]([NH:28][C:29]2[CH:34]=[CH:33][C:32]([C:35]([N:37]3[CH2:38][CH2:39][CH2:40][CH2:41]3)=[O:36])=[CH:31][CH:30]=2)[C:3]2[NH:18][N:17]=[CH:16][C:4]=2[N:5]=1)(=[O:9])[C:10]1[CH:11]=[CH:12][CH:13]=[CH:14][CH:15]=1. The catalyst class is: 71. (8) Reactant: [Cl:1][C:2]1[CH:39]=[C:38]([S:40]([CH3:43])(=[O:42])=[O:41])[CH:37]=[CH:36][C:3]=1[CH2:4][O:5][C:6]1[C:7]([O:33][CH2:34][CH3:35])=[C:8]([C:12]([C:14]2[C:22]3[C:17](=[N:18][CH:19]=[CH:20][CH:21]=3)[N:16]([Si](C(C)C)(C(C)C)C(C)C)[CH:15]=2)=[O:13])[CH:9]=[CH:10][CH:11]=1.[OH-].[K+].[F-].C(=O)([O-])[O-].[Na+].[Na+]. Product: [Cl:1][C:2]1[CH:39]=[C:38]([S:40]([CH3:43])(=[O:41])=[O:42])[CH:37]=[CH:36][C:3]=1[CH2:4][O:5][C:6]1[C:7]([O:33][CH2:34][CH3:35])=[C:8]([C:12]([C:14]2[C:22]3[C:17](=[N:18][CH:19]=[CH:20][CH:21]=3)[NH:16][CH:15]=2)=[O:13])[CH:9]=[CH:10][CH:11]=1. The catalyst class is: 5.